The task is: Predict the reactants needed to synthesize the given product.. This data is from Full USPTO retrosynthesis dataset with 1.9M reactions from patents (1976-2016). (1) Given the product [C:1]([O:5][C:6]([N:8]1[C@H:12]([C:13]2[CH:14]=[CH:15][CH:16]=[CH:17][CH:18]=2)[CH2:11][CH2:10][C@@H:9]1[CH:19]=[O:20])=[O:7])([CH3:4])([CH3:3])[CH3:2], predict the reactants needed to synthesize it. The reactants are: [C:1]([O:5][C:6]([N:8]1[C@H:12]([C:13]2[CH:18]=[CH:17][CH:16]=[CH:15][CH:14]=2)[CH2:11][CH2:10][C@@H:9]1[C:19](N(OC)C)=[O:20])=[O:7])([CH3:4])([CH3:3])[CH3:2].[H-].[H-].[H-].[H-].[Li+].[Al+3].S(=O)(=O)(O)[O-].[K+].O. (2) Given the product [CH3:29][O:28][C:23]1[C:22]([NH:21][C:17]2[N:16]=[CH:15][N:20]=[C:19]([N:1]3[C:9]4[C:4](=[CH:5][CH:6]=[C:7]([C:10]#[N:11])[CH:8]=4)[CH:3]=[N:2]3)[N:18]=2)=[CH:27][CH:26]=[CH:25][N:24]=1, predict the reactants needed to synthesize it. The reactants are: [NH:1]1[C:9]2[C:4](=[CH:5][CH:6]=[C:7]([C:10]#[N:11])[CH:8]=2)[CH:3]=[N:2]1.[H-].[Na+].Cl[C:15]1[N:20]=[CH:19][N:18]=[C:17]([NH:21][C:22]2[C:23]([O:28][CH3:29])=[N:24][CH:25]=[CH:26][CH:27]=2)[N:16]=1. (3) Given the product [CH3:23][O:22][C:21]1[CH:20]=[CH:19][C:18]([CH:24]=[CH:25][C:26]([OH:28])=[O:27])=[CH:17][C:16]=1[C:3]1[C:2]([O:1][CH2:33][CH2:34][N:35]2[CH2:40][CH2:39][O:38][CH2:37][CH2:36]2)=[CH:11][C:10]2[C:9]([CH3:13])([CH3:12])[CH2:8][CH2:7][C:6]([CH3:15])([CH3:14])[C:5]=2[CH:4]=1, predict the reactants needed to synthesize it. The reactants are: [OH:1][C:2]1[C:3]([C:16]2[CH:17]=[C:18]([CH:24]=[CH:25][C:26]([O:28]CC)=[O:27])[CH:19]=[CH:20][C:21]=2[O:22][CH3:23])=[CH:4][C:5]2[C:6]([CH3:15])([CH3:14])[CH2:7][CH2:8][C:9]([CH3:13])([CH3:12])[C:10]=2[CH:11]=1.Cl.Cl[CH2:33][CH2:34][N:35]1[CH2:40][CH2:39][O:38][CH2:37][CH2:36]1.